This data is from NCI-60 drug combinations with 297,098 pairs across 59 cell lines. The task is: Regression. Given two drug SMILES strings and cell line genomic features, predict the synergy score measuring deviation from expected non-interaction effect. (1) Drug 1: CCC1(CC2CC(C3=C(CCN(C2)C1)C4=CC=CC=C4N3)(C5=C(C=C6C(=C5)C78CCN9C7C(C=CC9)(C(C(C8N6C=O)(C(=O)OC)O)OC(=O)C)CC)OC)C(=O)OC)O.OS(=O)(=O)O. Drug 2: C1CN(P(=O)(OC1)NCCCl)CCCl. Cell line: SN12C. Synergy scores: CSS=-2.78, Synergy_ZIP=-0.403, Synergy_Bliss=-3.35, Synergy_Loewe=-15.0, Synergy_HSA=-6.74. (2) Drug 1: CNC(=O)C1=CC=CC=C1SC2=CC3=C(C=C2)C(=NN3)C=CC4=CC=CC=N4. Synergy scores: CSS=6.43, Synergy_ZIP=-1.19, Synergy_Bliss=-1.12, Synergy_Loewe=-3.79, Synergy_HSA=-4.48. Drug 2: C(=O)(N)NO. Cell line: MDA-MB-231. (3) Drug 1: CN1C(=O)N2C=NC(=C2N=N1)C(=O)N. Drug 2: CC(C)(C#N)C1=CC(=CC(=C1)CN2C=NC=N2)C(C)(C)C#N. Cell line: HCT116. Synergy scores: CSS=-11.8, Synergy_ZIP=7.54, Synergy_Bliss=9.78, Synergy_Loewe=-4.96, Synergy_HSA=-4.14. (4) Drug 1: CC1C(C(CC(O1)OC2CC(OC(C2O)C)OC3=CC4=CC5=C(C(=O)C(C(C5)C(C(=O)C(C(C)O)O)OC)OC6CC(C(C(O6)C)O)OC7CC(C(C(O7)C)O)OC8CC(C(C(O8)C)O)(C)O)C(=C4C(=C3C)O)O)O)O. Drug 2: C(CC(=O)O)C(=O)CN.Cl. Cell line: U251. Synergy scores: CSS=15.3, Synergy_ZIP=-0.576, Synergy_Bliss=-1.67, Synergy_Loewe=-30.5, Synergy_HSA=-2.63.